This data is from Reaction yield outcomes from USPTO patents with 853,638 reactions. The task is: Predict the reaction yield, written as a fraction of the theoretical maximum amount of product (1.0 means a 100% yield; for example, 0.34 means a 34% yield). The reactants are [NH2:1][C:2]1[CH:3]=[C:4]([C:9]([Br:12])=[CH:10][N:11]=1)[C:5]([O:7][CH3:8])=[O:6].Br[CH2:14][C:15]([C:17]1[CH:22]=[CH:21][CH:20]=[CH:19][CH:18]=1)=O. The catalyst is C(O)C. The product is [Br:12][C:9]1[C:4]([C:5]([O:7][CH3:8])=[O:6])=[CH:3][C:2]2[N:11]([CH:14]=[C:15]([C:17]3[CH:22]=[CH:21][CH:20]=[CH:19][CH:18]=3)[N:1]=2)[CH:10]=1. The yield is 0.558.